This data is from Retrosynthesis with 50K atom-mapped reactions and 10 reaction types from USPTO. The task is: Predict the reactants needed to synthesize the given product. (1) Given the product CS(=O)(=O)Nc1cc(Br)cnc1N, predict the reactants needed to synthesize it. The reactants are: CC(C)(C)OC(=O)Nc1ncc(Br)cc1NS(C)(=O)=O. (2) Given the product COc1ccc2c(c1)c(C)c(CC(C)(C)CO)n2Cc1ccc(Cl)cc1, predict the reactants needed to synthesize it. The reactants are: COc1ccc2c(c1)c(C)c(CC(C)(C)C(=O)O)n2Cc1ccc(Cl)cc1. (3) Given the product CCCC[N+](CCCC)(CCCC)Cc1ccc(CCl)cc1, predict the reactants needed to synthesize it. The reactants are: CCCCN(CCCC)CCCC.ClCc1ccc(CCl)cc1. (4) Given the product Nc1ccccc1C(COCc1cc(C(F)(F)F)cc(C(F)(F)F)c1)N1CCN(CC(=O)O)CC1, predict the reactants needed to synthesize it. The reactants are: COC(=O)CN1CCN(C(COCc2cc(C(F)(F)F)cc(C(F)(F)F)c2)c2ccccc2N)CC1. (5) The reactants are: CN(CCC#N)c1ccc(C=O)cc1.N=C(N)NN. Given the product CN(CCC#N)c1ccc(C=NNC(=N)N)cc1, predict the reactants needed to synthesize it. (6) Given the product COc1ccc2ncc(=O)n(CCN3CCC(NCc4cc(OC)c5c(c4)OCCO5)CC3)c2c1, predict the reactants needed to synthesize it. The reactants are: COc1cc(C=O)cc2c1OCCO2.COc1ccc2ncc(=O)n(CCN3CCC(N)CC3)c2c1.